From a dataset of Reaction yield outcomes from USPTO patents with 853,638 reactions. Predict the reaction yield, written as a fraction of the theoretical maximum amount of product (1.0 means a 100% yield; for example, 0.34 means a 34% yield). (1) The product is [Cl:1][C:2]1[CH:7]=[CH:6][C:5]([S:8]([N:11]([CH2:12][C:13]2[CH:14]=[CH:15][C:16]([C:17]([O:19][CH3:20])=[O:18])=[CH:21][CH:22]=2)[CH:25]([CH2:26][CH3:27])[CH2:24][CH3:23])(=[O:10])=[O:9])=[CH:4][CH:3]=1. The reactants are [Cl:1][C:2]1[CH:7]=[CH:6][C:5]([S:8]([NH:11][CH2:12][C:13]2[CH:22]=[CH:21][C:16]([C:17]([O:19][CH3:20])=[O:18])=[CH:15][CH:14]=2)(=[O:10])=[O:9])=[CH:4][CH:3]=1.[CH3:23][CH2:24][CH:25](O)[CH2:26][CH3:27].C1C=CC(P(C2C=CC=CC=2)C2C=CC=CC=2)=CC=1.N(C(OC(C)C)=O)=NC(OC(C)C)=O. The catalyst is C1COCC1.O. The yield is 0.710. (2) The reactants are [CH3:1][N:2]1[C:7]2[NH:8][C:9]([CH3:13])=[CH:10][C:11](=O)[C:6]=2[C:5](=[O:14])[N:4]([CH2:15][CH2:16][CH2:17][CH2:18][C@H:19]([N:21]([CH3:23])[CH3:22])[CH3:20])[C:3]1=[O:24].[N:25]1[CH:30]=CC=C[CH:26]=1.FC(F)(F)S(OS(C(F)(F)F)(=O)=O)(=O)=O. The catalyst is ClCCl. The product is [CH3:1][N:2]1[C:7]2[N:8]=[C:9]([CH3:13])[CH:10]=[C:11]([N:25]([CH3:30])[CH3:26])[C:6]=2[C:5](=[O:14])[N:4]([CH2:15][CH2:16][CH2:17][CH2:18][C@H:19]([N:21]([CH3:23])[CH3:22])[CH3:20])[C:3]1=[O:24]. The yield is 0.880. (3) The reactants are [Cl:1][C:2]1[CH:3]=[C:4]([CH:10]([OH:49])[CH2:11][NH:12][C:13]2[CH2:17][N:16](S(C(F)(F)F)(=O)=O)[C:15](=[O:25])[C:14]=2[C:26]2[N:30](C(OC(C)(C)C)=O)[C:29]3[CH:38]=[C:39]([N:43]4[CH2:48][CH2:47][O:46][CH2:45][CH2:44]4)[CH:40]=[C:41]([CH3:42])[C:28]=3[N:27]=2)[CH:5]=[CH:6][C:7]=1[O:8][CH3:9].ClC1C=C([C@H](O)CNC2CNC(=O)C=2C2NC3C=C(N4CCOCC4)C=C(C)C=3N=2)C=CC=1. No catalyst specified. The product is [Cl:1][C:2]1[CH:3]=[C:4]([CH:10]([OH:49])[CH2:11][NH:12][C:13]2[CH2:17][NH:16][C:15](=[O:25])[C:14]=2[C:26]2[NH:30][C:29]3[CH:38]=[C:39]([N:43]4[CH2:44][CH2:45][O:46][CH2:47][CH2:48]4)[CH:40]=[C:41]([CH3:42])[C:28]=3[N:27]=2)[CH:5]=[CH:6][C:7]=1[O:8][CH3:9]. The yield is 0.590.